From a dataset of Peptide-MHC class I binding affinity with 185,985 pairs from IEDB/IMGT. Regression. Given a peptide amino acid sequence and an MHC pseudo amino acid sequence, predict their binding affinity value. This is MHC class I binding data. (1) The MHC is HLA-B08:02 with pseudo-sequence HLA-B08:02. The binding affinity (normalized) is 0.0847. The peptide sequence is KCRLRMDKL. (2) The peptide sequence is YGLGSTPLY. The MHC is HLA-A02:01 with pseudo-sequence HLA-A02:01. The binding affinity (normalized) is 0.0847. (3) The peptide sequence is RPSTKNFFEL. The MHC is HLA-A01:01 with pseudo-sequence HLA-A01:01. The binding affinity (normalized) is 0.0604. (4) The peptide sequence is ITATIEGRK. The MHC is HLA-A03:01 with pseudo-sequence HLA-A03:01. The binding affinity (normalized) is 0.518. (5) The peptide sequence is FINTKEYKN. The MHC is Mamu-B03 with pseudo-sequence Mamu-B03. The binding affinity (normalized) is 0. (6) The binding affinity (normalized) is 0.0847. The peptide sequence is KLYPNVDFY. The MHC is HLA-B46:01 with pseudo-sequence HLA-B46:01. (7) The peptide sequence is IARIENEMKI. The MHC is HLA-A02:06 with pseudo-sequence HLA-A02:06. The binding affinity (normalized) is 0.